Dataset: Catalyst prediction with 721,799 reactions and 888 catalyst types from USPTO. Task: Predict which catalyst facilitates the given reaction. Reactant: [C:1]1([NH:7][C:8]2[CH:13]=[CH:12][CH:11]=[CH:10][C:9]=2[NH:14][C:15]([C:17]2[CH:26]=[CH:25][C:20]([C:21]([O:23][CH3:24])=[O:22])=[CH:19][CH:18]=2)=[O:16])[CH:6]=[CH:5][CH:4]=[CH:3][CH:2]=1.[CH2:27]([Sn](Cl)(Cl)CCCC)[CH2:28]CC.C(=O)C.C1([SiH3])C=CC=CC=1. Product: [CH2:27]([N:7]([C:1]1[CH:2]=[CH:3][CH:4]=[CH:5][CH:6]=1)[C:8]1[CH:13]=[CH:12][CH:11]=[CH:10][C:9]=1[NH:14][C:15]([C:17]1[CH:18]=[CH:19][C:20]([C:21]([O:23][CH3:24])=[O:22])=[CH:25][CH:26]=1)=[O:16])[CH3:28]. The catalyst class is: 1.